Dataset: Catalyst prediction with 721,799 reactions and 888 catalyst types from USPTO. Task: Predict which catalyst facilitates the given reaction. (1) Reactant: [Cl:1][C:2]1[CH:7]=[C:6]([I:8])[CH:5]=[CH:4][C:3]=1[NH:9][C:10]1[C:14]2[CH:15]=[N:16][CH:17]=[CH:18][C:13]=2[O:12][C:11]=1[C:19]([O:21]CC)=O.[OH-].[Na+].[CH3:26][C:27]1([CH3:35])[O:31][C@@H:30]([CH2:32][O:33][NH2:34])[CH2:29][O:28]1.C1C=CC2N(O)N=NC=2C=1.CCN(C(C)C)C(C)C. Product: [CH3:26][C:27]1([CH3:35])[O:31][C@@H:30]([CH2:32][O:33][NH:34][C:19]([C:11]2[O:12][C:13]3[CH:18]=[CH:17][N:16]=[CH:15][C:14]=3[C:10]=2[NH:9][C:3]2[CH:4]=[CH:5][C:6]([I:8])=[CH:7][C:2]=2[Cl:1])=[O:21])[CH2:29][O:28]1. The catalyst class is: 1. (2) Reactant: [F:1][B-](F)(F)F.[CH3:6][O:7][C:8]1[CH:9]=[C:10]2[C:15](=[CH:16][CH:17]=1)[N:14]=[CH:13][C:12]([N+]#N)=[CH:11]2.C(OCC)(=O)C.[OH-].[Na+]. Product: [F:1][C:12]1[CH:13]=[N:14][C:15]2[C:10]([CH:11]=1)=[CH:9][C:8]([O:7][CH3:6])=[CH:17][CH:16]=2. The catalyst class is: 11. (3) Reactant: C([O:4][C:5]1[CH:6]=[C:7]([CH:29]=[CH:30][C:31]=1[CH3:32])[NH:8][C:9]1[C:18]2[C:13](=[CH:14][C:15]([O:21][CH2:22][C:23]3[CH:28]=[CH:27][N:26]=[CH:25][CH:24]=3)=[C:16]([O:19][CH3:20])[CH:17]=2)[N:12]=[CH:11][N:10]=1)(=O)C.[OH-].[Na+].C(Cl)[Cl:36]. Product: [ClH:36].[OH:4][C:5]1[CH:6]=[C:7]([CH:29]=[CH:30][C:31]=1[CH3:32])[NH:8][C:9]1[C:18]2[C:13](=[CH:14][C:15]([O:21][CH2:22][C:23]3[CH:28]=[CH:27][N:26]=[CH:25][CH:24]=3)=[C:16]([O:19][CH3:20])[CH:17]=2)[N:12]=[CH:11][N:10]=1. The catalyst class is: 5.